From a dataset of Full USPTO retrosynthesis dataset with 1.9M reactions from patents (1976-2016). Predict the reactants needed to synthesize the given product. (1) Given the product [Cl:21][C:22]1[CH:27]=[C:26]([F:28])[CH:25]=[CH:24][C:23]=1[CH2:29][NH:30][C:7]([CH:5]1[CH2:4][CH2:3][C:2](=[O:1])[O:6]1)=[O:9], predict the reactants needed to synthesize it. The reactants are: [O:1]=[C:2]1[O:6][C@@H:5]([C:7]([OH:9])=O)[CH2:4][CH2:3]1.S(Cl)(Cl)=O.C(N(CC)CC)C.[Cl:21][C:22]1[CH:27]=[C:26]([F:28])[CH:25]=[CH:24][C:23]=1[CH2:29][NH2:30]. (2) Given the product [CH3:32][C:25]1[CH:26]=[CH:27][CH:28]=[CH:29][C:30]=1[O:31][CH2:7][C:8]([N:10]1[CH2:15][CH2:14][C:13]2([C:23]3[C:18](=[CH:19][CH:20]=[CH:21][CH:22]=3)[NH:17][C:16]2=[O:24])[CH2:12][CH2:11]1)=[O:9], predict the reactants needed to synthesize it. The reactants are: CN(C)C=O.Br[CH2:7][C:8]([N:10]1[CH2:15][CH2:14][C:13]2([C:23]3[C:18](=[CH:19][CH:20]=[CH:21][CH:22]=3)[NH:17][C:16]2=[O:24])[CH2:12][CH2:11]1)=[O:9].[C:25]1([CH3:32])[C:30]([OH:31])=[CH:29][CH:28]=[CH:27][CH:26]=1.C(=O)([O-])[O-].[K+].[K+]. (3) The reactants are: [NH3:1].[CH3:2][C:3]1[CH:4]=[C:5]([CH2:9][C:10](Cl)=[O:11])[CH:6]=[CH:7][CH:8]=1.Cl. Given the product [CH3:2][C:3]1[CH:4]=[C:5]([CH2:9][C:10]([NH2:1])=[O:11])[CH:6]=[CH:7][CH:8]=1, predict the reactants needed to synthesize it. (4) Given the product [Br:11][C:5]1[CH:6]=[C:7]([N+:8]([O-:10])=[O:9])[C:2]([C:17]2[CH:18]=[CH:19][C:14]([O:13][CH3:12])=[CH:15][CH:16]=2)=[N:3][CH:4]=1, predict the reactants needed to synthesize it. The reactants are: Br[C:2]1[C:7]([N+:8]([O-:10])=[O:9])=[CH:6][C:5]([Br:11])=[CH:4][N:3]=1.[CH3:12][O:13][C:14]1[CH:19]=[CH:18][C:17](B(O)O)=[CH:16][CH:15]=1.C(=O)([O-])[O-].[Na+].[Na+].